Dataset: Catalyst prediction with 721,799 reactions and 888 catalyst types from USPTO. Task: Predict which catalyst facilitates the given reaction. (1) Reactant: [Br:1][C:2]1[CH:3]=[C:4]([NH2:19])[C:5]([NH:8][C:9]([CH3:18])([CH3:17])[CH2:10][N:11]2[CH2:16][CH2:15][O:14][CH2:13][CH2:12]2)=[CH:6][CH:7]=1.C(N(CC)CC)C.Cl[C:28](Cl)([O:30]C(=O)OC(Cl)(Cl)Cl)Cl. Product: [Br:1][C:2]1[CH:7]=[CH:6][C:5]2[N:8]([C:9]([CH3:17])([CH3:18])[CH2:10][N:11]3[CH2:16][CH2:15][O:14][CH2:13][CH2:12]3)[C:28](=[O:30])[NH:19][C:4]=2[CH:3]=1. The catalyst class is: 1. (2) Reactant: [OH:1][CH2:2][C:3]1[CH:4]=[CH:5][C:6]([C:9]#[N:10])=[N:7][CH:8]=1.[C:11]([Si:15]([CH3:18])([CH3:17])Cl)([CH3:14])([CH3:13])[CH3:12].N1C=CN=C1.O. Product: [Si:15]([O:1][CH2:2][C:3]1[CH:4]=[CH:5][C:6]([C:9]#[N:10])=[N:7][CH:8]=1)([C:11]([CH3:14])([CH3:13])[CH3:12])([CH3:18])[CH3:17]. The catalyst class is: 9.